Dataset: Forward reaction prediction with 1.9M reactions from USPTO patents (1976-2016). Task: Predict the product of the given reaction. (1) The product is: [Cl:1][C:2]1[CH:10]=[CH:9][CH:8]=[CH:7][C:3]=1[C:4](=[O:5])[C:11]#[N:13]. Given the reactants [Cl:1][C:2]1[CH:10]=[CH:9][CH:8]=[CH:7][C:3]=1[C:4](Cl)=[O:5].[C:11](#[N:13])C, predict the reaction product. (2) Given the reactants [C:1]([C:5]1[S:9][C:8]([C:10]([NH:12][C@@H:13]([CH2:27][C:28]2[CH:33]=[CH:32][C:31]([C:34]3[N:39]=[CH:38][C:37]([C:40]4[CH:45]=[CH:44][C:43]([O:46][CH2:47][CH2:48][CH2:49][CH:50]([CH3:52])[CH3:51])=[CH:42][CH:41]=4)=[CH:36][N:35]=3)=[CH:30][CH:29]=2)[C:14]([N:16]2[CH2:19][CH:18]([C:20]([O:22]C(C)(C)C)=[O:21])[CH2:17]2)=[O:15])=[O:11])=[CH:7][CH:6]=1)([CH3:4])([CH3:3])[CH3:2].C(O)(C(F)(F)F)=O, predict the reaction product. The product is: [C:1]([C:5]1[S:9][C:8]([C:10]([NH:12][CH:13]([CH2:27][C:28]2[CH:33]=[CH:32][C:31]([C:34]3[N:39]=[CH:38][C:37]([C:40]4[CH:45]=[CH:44][C:43]([O:46][CH2:47][CH2:48][CH2:49][CH:50]([CH3:52])[CH3:51])=[CH:42][CH:41]=4)=[CH:36][N:35]=3)=[CH:30][CH:29]=2)[C:14]([N:16]2[CH2:19][CH:18]([C:20]([OH:22])=[O:21])[CH2:17]2)=[O:15])=[O:11])=[CH:7][CH:6]=1)([CH3:4])([CH3:3])[CH3:2].